From a dataset of Peptide-MHC class II binding affinity with 134,281 pairs from IEDB. Regression. Given a peptide amino acid sequence and an MHC pseudo amino acid sequence, predict their binding affinity value. This is MHC class II binding data. (1) The peptide sequence is YSGKDSHHPARTA. The MHC is HLA-DPA10103-DPB10401 with pseudo-sequence HLA-DPA10103-DPB10401. The binding affinity (normalized) is 0.0526. (2) The peptide sequence is NAYYVMTVGTKTFLV. The MHC is DRB1_0404 with pseudo-sequence DRB1_0404. The binding affinity (normalized) is 0.363.